Dataset: Forward reaction prediction with 1.9M reactions from USPTO patents (1976-2016). Task: Predict the product of the given reaction. (1) Given the reactants [Cl:1][C:2]1[CH:3]=[C:4]([CH:7]=[C:8]([O:10][C:11]([F:14])([F:13])[F:12])[CH:9]=1)[CH:5]=[O:6].[BH4-].[Na+].[CH3:17][C:18]1[CH:23]=[CH:22][C:21]([S:24](Cl)(=[O:26])=[O:25])=[CH:20][CH:19]=1.C(N(CC)CC)C, predict the reaction product. The product is: [CH3:17][C:18]1[CH:23]=[CH:22][C:21]([S:24]([O:6][CH2:5][C:4]2[CH:7]=[C:8]([O:10][C:11]([F:12])([F:13])[F:14])[CH:9]=[C:2]([Cl:1])[CH:3]=2)(=[O:26])=[O:25])=[CH:20][CH:19]=1. (2) Given the reactants C1(N[C:7]2[C:12]([CH3:13])=[C:11]([CH3:14])[N:10]=[C:9]([NH:15][CH2:16][C:17]3[CH:22]=[CH:21][CH:20]=[CH:19][N:18]=3)[N:8]=2)CCCC1.[CH:23]1([NH2:33])[C:32]2[C:27](=[CH:28][CH:29]=[CH:30][CH:31]=2)[CH2:26][CH2:25][CH2:24]1, predict the reaction product. The product is: [CH3:13][C:12]1[C:7]([NH:33][CH:23]2[C:32]3[C:27](=[CH:28][CH:29]=[CH:30][CH:31]=3)[CH2:26][CH2:25][CH2:24]2)=[N:8][C:9]([NH:15][CH2:16][C:17]2[CH:22]=[CH:21][CH:20]=[CH:19][N:18]=2)=[N:10][C:11]=1[CH3:14]. (3) Given the reactants [OH:1][C:2]1[CH:8]=[CH:7][C:5]([NH2:6])=[CH:4][CH:3]=1.CC(C)([O-])C.[K+].Cl[C:16]1[CH:21]=[CH:20][N:19]=[C:18]([C:22]([O:24][C:25]([CH3:28])([CH3:27])[CH3:26])=[O:23])[CH:17]=1.C(=O)([O-])[O-].[K+].[K+], predict the reaction product. The product is: [NH2:6][C:5]1[CH:7]=[CH:8][C:2]([O:1][C:16]2[CH:21]=[CH:20][N:19]=[C:18]([C:22]([O:24][C:25]([CH3:28])([CH3:27])[CH3:26])=[O:23])[CH:17]=2)=[CH:3][CH:4]=1. (4) The product is: [Cl:13][C:11]1[CH:12]=[C:7]([C:4]([CH3:6])([CH3:5])[C:3]([OH:15])=[O:2])[CH:8]=[C:9]([Cl:14])[CH:10]=1. Given the reactants C[O:2][C:3](=[O:15])[C:4]([C:7]1[CH:12]=[C:11]([Cl:13])[CH:10]=[C:9]([Cl:14])[CH:8]=1)([CH3:6])[CH3:5].O, predict the reaction product. (5) Given the reactants [C:1]([O:4][C@@H:5]1[C@H:11]2[C@H:12]3[C@H:21]([CH2:22][CH2:23][C@:8]2([CH2:9][CH3:10])[C:7](=[O:25])[CH2:6]1)[C@@H:20]1[C:15](=[CH:16][C:17](=[O:24])[CH2:18][CH2:19]1)[CH2:14][CH2:13]3)(=[O:3])[CH3:2].[C:26]1(C)C=CC(S([O-])(=O)=O)=CC=1.[NH+]1C=CC=CC=1, predict the reaction product. The product is: [C:1]([O:4][C@@H:5]1[C@H:11]2[C@H:12]3[C@H:21]([CH2:22][CH2:23][C@:8]2([CH2:9][CH3:10])[C:7](=[O:25])[CH2:6]1)[C@@H:20]1[C:15]([CH:16]=[C:17]([O:24][CH3:26])[CH2:18][CH2:19]1)=[CH:14][CH2:13]3)(=[O:3])[CH3:2]. (6) The product is: [Br:15][C:10]1[CH:11]=[CH:12][C:7]2[O:6][C:5]3[CH:13]=[CH:14][C:2]([Br:1])=[CH:3][C:4]=3[C:8]=2[CH:9]=1. Given the reactants [Br:1][C:2]1[CH:14]=[CH:13][C:5]2[O:6][C:7]3[CH:12]=[CH:11][CH:10]=[CH:9][C:8]=3[C:4]=2[CH:3]=1.[Br:15]Br, predict the reaction product. (7) Given the reactants Cl[C:2]1[N:7]=[CH:6][C:5]([NH:8][CH3:9])=[C:4]([C:10]2[CH:15]=[CH:14][CH:13]=[CH:12][C:11]=2[CH3:16])[CH:3]=1.[OH-:17].[Na+].Cl.[CH3:20]O, predict the reaction product. The product is: [CH3:20][O:17][C:2]1[N:7]=[CH:6][C:5]([NH:8][CH3:9])=[C:4]([C:10]2[CH:15]=[CH:14][CH:13]=[CH:12][C:11]=2[CH3:16])[CH:3]=1. (8) The product is: [F:19][C:16]([F:18])([F:17])[C:13]1[N:11]2[CH:12]=[C:7]([N:1]3[CH2:2][CH2:3][N:4]([CH2:28][C:25]4[CH:26]=[N:27][C:22]([C:21]([F:31])([F:20])[F:30])=[CH:23][CH:24]=4)[CH2:5][CH2:6]3)[CH:8]=[CH:9][C:10]2=[N:15][N:14]=1. Given the reactants [N:1]1([C:7]2[CH:8]=[CH:9][C:10]3[N:11]([C:13]([C:16]([F:19])([F:18])[F:17])=[N:14][N:15]=3)[CH:12]=2)[CH2:6][CH2:5][NH:4][CH2:3][CH2:2]1.[F:20][C:21]([F:31])([F:30])[C:22]1[N:27]=[CH:26][C:25]([CH:28]=O)=[CH:24][CH:23]=1, predict the reaction product.